Dataset: NCI-60 drug combinations with 297,098 pairs across 59 cell lines. Task: Regression. Given two drug SMILES strings and cell line genomic features, predict the synergy score measuring deviation from expected non-interaction effect. Drug 2: CC1=C(C=C(C=C1)NC(=O)C2=CC=C(C=C2)CN3CCN(CC3)C)NC4=NC=CC(=N4)C5=CN=CC=C5. Cell line: IGROV1. Synergy scores: CSS=6.72, Synergy_ZIP=-0.753, Synergy_Bliss=-1.99, Synergy_Loewe=-7.71, Synergy_HSA=-2.89. Drug 1: CC12CCC3C(C1CCC2=O)CC(=C)C4=CC(=O)C=CC34C.